Regression. Given two drug SMILES strings and cell line genomic features, predict the synergy score measuring deviation from expected non-interaction effect. From a dataset of NCI-60 drug combinations with 297,098 pairs across 59 cell lines. (1) Drug 1: CC1=C2C(C(=O)C3(C(CC4C(C3C(C(C2(C)C)(CC1OC(=O)C(C(C5=CC=CC=C5)NC(=O)C6=CC=CC=C6)O)O)OC(=O)C7=CC=CC=C7)(CO4)OC(=O)C)O)C)OC(=O)C. Drug 2: C(CCl)NC(=O)N(CCCl)N=O. Cell line: M14. Synergy scores: CSS=54.3, Synergy_ZIP=-3.83, Synergy_Bliss=-6.96, Synergy_Loewe=-36.3, Synergy_HSA=-5.15. (2) Drug 1: CC(CN1CC(=O)NC(=O)C1)N2CC(=O)NC(=O)C2. Drug 2: C(CCl)NC(=O)N(CCCl)N=O. Cell line: A549. Synergy scores: CSS=35.8, Synergy_ZIP=2.98, Synergy_Bliss=4.25, Synergy_Loewe=-4.86, Synergy_HSA=2.09.